Task: Predict the reaction yield, written as a fraction of the theoretical maximum amount of product (1.0 means a 100% yield; for example, 0.34 means a 34% yield).. Dataset: Reaction yield outcomes from USPTO patents with 853,638 reactions (1) The reactants are [CH3:1][N:2]([CH3:15])[CH2:3][CH2:4][O:5][C:6]1[CH:7]=[N:8][C:9]([N+:12]([O-])=O)=[CH:10][CH:11]=1. The catalyst is [Pd].CO. The product is [CH3:1][N:2]([CH3:15])[CH2:3][CH2:4][O:5][C:6]1[CH:11]=[CH:10][C:9]([NH2:12])=[N:8][CH:7]=1. The yield is 0.830. (2) The yield is 0.920. The catalyst is O1CCCC1. The product is [Cl:1][C:2]1[N:3]=[C:4]([O:8][CH3:9])[C:5]([CH:17]=[O:18])=[CH:6][CH:7]=1. The reactants are [Cl:1][C:2]1[CH:7]=[CH:6][CH:5]=[C:4]([O:8][CH3:9])[N:3]=1.C([Li])(C)(C)C.CN(C)[CH:17]=[O:18].C(=O)=O. (3) The reactants are F[P-](F)(F)(F)(F)F.C[N+](C)=C(N(C)C)ON1C2N=CC=CC=2N=N1.[NH2:25][C:26]1[N:35]=[C:34]([N:36]2[CH2:41][CH2:40][N:39]([CH3:42])[CH2:38][CH2:37]2)[C:33]2[C:28](=[CH:29][C:30]([C:43](O)=[O:44])=[CH:31][CH:32]=2)[N:27]=1.C(N(CC)C(C)C)(C)C.[NH2:55][C@@H:56]([CH2:61][C:62]1[CH:67]=[CH:66][C:65]([O:68][CH:69]([CH3:71])[CH3:70])=[CH:64][CH:63]=1)[C:57]([O:59][CH3:60])=[O:58]. The catalyst is CN(C)C=O. The product is [NH2:25][C:26]1[N:35]=[C:34]([N:36]2[CH2:37][CH2:38][N:39]([CH3:42])[CH2:40][CH2:41]2)[C:33]2[C:28](=[CH:29][C:30]([C:43]([NH:55][C@@H:56]([CH2:61][C:62]3[CH:63]=[CH:64][C:65]([O:68][CH:69]([CH3:71])[CH3:70])=[CH:66][CH:67]=3)[C:57]([O:59][CH3:60])=[O:58])=[O:44])=[CH:31][CH:32]=2)[N:27]=1. The yield is 0.300. (4) The reactants are [F:1][C:2]1[CH:7]=[CH:6][C:5]([C:8]2[S:12][C:11]([CH:13](O)[CH2:14][CH3:15])=[N:10][N:9]=2)=[CH:4][CH:3]=1.[CH:17]1[N:21]=[CH:20][N:19](C([N:19]2[CH:20]=[N:21][CH:17]=[CH:18]2)=O)[CH:18]=1. The catalyst is CN1C(=O)CCC1. The product is [N:19]1([CH:13]([C:11]2[S:12][C:8]([C:5]3[CH:6]=[CH:7][C:2]([F:1])=[CH:3][CH:4]=3)=[N:9][N:10]=2)[CH2:14][CH3:15])[CH:18]=[CH:17][N:21]=[CH:20]1. The yield is 0.0830. (5) The reactants are Br[C:2]1[S:3][CH:4]=[CH:5][C:6]=1[CH2:7][C:8]([O:10][CH2:11][CH3:12])=[O:9].C1(C)C=CC=CC=1.[F:20][C:21]1[CH:26]=[CH:25][C:24](B(O)O)=[C:23]([O:30][CH3:31])[CH:22]=1.C([O-])([O-])=O.[Na+].[Na+]. The catalyst is O.C(OCC)(=O)C.C(O)C. The product is [F:20][C:21]1[CH:26]=[CH:25][C:24]([C:2]2[S:3][CH:4]=[CH:5][C:6]=2[CH2:7][C:8]([O:10][CH2:11][CH3:12])=[O:9])=[C:23]([O:30][CH3:31])[CH:22]=1. The yield is 0.700. (6) The reactants are [CH:1]1[C:6]([CH:7]=O)=[CH:5][C:4]2[O:9][CH2:10][O:11][C:3]=2[CH:2]=1.Cl.[NH2:13][OH:14].O. The catalyst is CO. The product is [OH:14][N:13]=[CH:7][C:6]1[CH:1]=[CH:2][C:3]2[O:11][CH2:10][O:9][C:4]=2[CH:5]=1. The yield is 0.950. (7) The yield is 0.540. The product is [I:1][C:2]1[C:6]2=[N:7][CH:8]=[CH:9][CH:10]=[C:5]2[N:4]([CH:14]2[CH2:13][CH2:12][CH2:11][CH2:16][O:15]2)[N:3]=1. The reactants are [I:1][C:2]1[C:6]2=[N:7][CH:8]=[CH:9][CH:10]=[C:5]2[NH:4][N:3]=1.[CH2:11]1[CH2:16][O:15][CH:14]=[CH:13][CH2:12]1.CC1C=CC(S(O)(=O)=O)=CC=1.O. The catalyst is C1COCC1.